From a dataset of Forward reaction prediction with 1.9M reactions from USPTO patents (1976-2016). Predict the product of the given reaction. Given the reactants [Br:1][C:2]1[C:3]([Cl:24])=[CH:4][C:5]([O:22]C)=[C:6]([S:8]([N:11]2[CH2:17][CH2:16][CH2:15][CH2:14][C:13]3[CH:18]=[CH:19][CH:20]=[CH:21][C:12]2=3)(=[O:10])=[O:9])[CH:7]=1.B(Br)(Br)Br, predict the reaction product. The product is: [Br:1][C:2]1[C:3]([Cl:24])=[CH:4][C:5]([OH:22])=[C:6]([S:8]([N:11]2[CH2:17][CH2:16][CH2:15][CH2:14][C:13]3[CH:18]=[CH:19][CH:20]=[CH:21][C:12]2=3)(=[O:10])=[O:9])[CH:7]=1.